From a dataset of Catalyst prediction with 721,799 reactions and 888 catalyst types from USPTO. Predict which catalyst facilitates the given reaction. Reactant: [CH3:1][C:2]1[O:6][C:5]([C:7]2[CH:12]=[CH:11][CH:10]=[CH:9][CH:8]=2)=[N:4][C:3]=1[CH2:13][CH2:14][OH:15].O[C:17]1[CH:43]=[CH:42][C:20]([C:21]([C:23]2[CH:39]=[CH:38][C:37]([O:40][CH3:41])=[CH:36][C:24]=2[O:25][C:26]([CH3:35])([CH3:34])[C:27]([O:29]C(C)(C)C)=[O:28])=[O:22])=[CH:19][CH:18]=1.C1(P(C2C=CC=CC=2)C2C=CC=CC=2)C=CC=CC=1.N(C(OCC)=O)=NC(OCC)=O. Product: [CH3:41][O:40][C:37]1[CH:38]=[CH:39][C:23]([C:21](=[O:22])[C:20]2[CH:19]=[CH:18][C:17]([O:15][CH2:14][CH2:13][C:3]3[N:4]=[C:5]([C:7]4[CH:12]=[CH:11][CH:10]=[CH:9][CH:8]=4)[O:6][C:2]=3[CH3:1])=[CH:43][CH:42]=2)=[C:24]([CH:36]=1)[O:25][C:26]([CH3:35])([CH3:34])[C:27]([OH:29])=[O:28]. The catalyst class is: 4.